From a dataset of Reaction yield outcomes from USPTO patents with 853,638 reactions. Predict the reaction yield, written as a fraction of the theoretical maximum amount of product (1.0 means a 100% yield; for example, 0.34 means a 34% yield). The reactants are [Cl:1][C:2]1[C:7](I)=[CH:6][C:5]([NH:9][CH2:10][C:11]([N:13]2[CH2:18][CH2:17][N:16]([CH:19]3[CH2:22][N:21]([C:23]([O:25][C:26]([CH3:29])([CH3:28])[CH3:27])=[O:24])[CH2:20]3)[CH2:15][CH2:14]2)=[O:12])=[C:4]([O:30][CH3:31])[CH:3]=1.[Br-].[CH:33]1([Zn+])[CH2:36][CH2:35][CH2:34]1.COC1C=CC=C(OC)C=1C1C=CC=CC=1P(C1CCCCC1)C1CCCCC1. The catalyst is C1COCC1.CC([O-])=O.CC([O-])=O.[Pd+2]. The product is [Cl:1][C:2]1[C:7]([CH:33]2[CH2:36][CH2:35][CH2:34]2)=[CH:6][C:5]([NH:9][CH2:10][C:11]([N:13]2[CH2:18][CH2:17][N:16]([CH:19]3[CH2:22][N:21]([C:23]([O:25][C:26]([CH3:29])([CH3:28])[CH3:27])=[O:24])[CH2:20]3)[CH2:15][CH2:14]2)=[O:12])=[C:4]([O:30][CH3:31])[CH:3]=1. The yield is 0.980.